Dataset: Reaction yield outcomes from USPTO patents with 853,638 reactions. Task: Predict the reaction yield, written as a fraction of the theoretical maximum amount of product (1.0 means a 100% yield; for example, 0.34 means a 34% yield). (1) The reactants are [Cl:1][C:2]1[CH:7]=[CH:6][C:5]([C:8]2[CH:13]=[CH:12][CH:11]=[CH:10][C:9]=2[S:14]([NH:17][C:18]2[CH:27]=[CH:26][C:25]([O:28][CH3:29])=[C:24]3[C:19]=2[CH2:20][CH2:21][C@H:22]([NH:30][C:31](=O)OCC)[CH2:23]3)(=[O:16])=[O:15])=[CH:4][CH:3]=1. The catalyst is C1COCC1. The product is [Cl:1][C:2]1[CH:3]=[CH:4][C:5]([C:8]2[C:9]([S:14]([NH:17][C:18]3[C:19]4[CH2:20][CH2:21][C@H:22]([NH:30][CH3:31])[CH2:23][C:24]=4[C:25]([O:28][CH3:29])=[CH:26][CH:27]=3)(=[O:15])=[O:16])=[CH:10][CH:11]=[CH:12][CH:13]=2)=[CH:6][CH:7]=1. The yield is 0.660. (2) The reactants are Br[CH2:2][C:3](=[O:9])[CH2:4][C:5]([OH:8])([CH3:7])[CH3:6].C1C=CC=CC=1.C1C=CC([P:22](C2C=CC=CC=2)C2C=CC=CC=2)=CC=1.[OH-].[Na+]. The catalyst is O. The product is [PH4+:22].[OH:8][C:5]([CH3:7])([CH3:6])[CH2:4][C:3](=[O:9])[CH3:2]. The yield is 0.640.